From a dataset of Catalyst prediction with 721,799 reactions and 888 catalyst types from USPTO. Predict which catalyst facilitates the given reaction. (1) Reactant: [CH2:1]([N:8]([CH2:14][CH2:15][OH:16])[CH2:9][CH:10](Cl)[C:11]#[N:12])[C:2]1[CH:7]=[CH:6][CH:5]=[CH:4][CH:3]=1.C([O-])(C)(C)C.[K+].C(=O)([O-])[O-].[Na+].[Na+]. Product: [CH2:1]([N:8]1[CH2:14][CH2:15][O:16][CH:10]([C:11]#[N:12])[CH2:9]1)[C:2]1[CH:7]=[CH:6][CH:5]=[CH:4][CH:3]=1. The catalyst class is: 7. (2) Reactant: [C:1]([C:3]1[C:4](=[O:15])[NH:5][C:6]([CH3:14])=[CH:7][C:8]=1[C:9]([O:11][CH2:12][CH3:13])=[O:10])#[N:2].F[B-](F)(F)F.[CH3:21][O+](C)C.[OH-].[Na+]. Product: [C:1]([C:3]1[C:4]([O:15][CH3:21])=[N:5][C:6]([CH3:14])=[CH:7][C:8]=1[C:9]([O:11][CH2:12][CH3:13])=[O:10])#[N:2]. The catalyst class is: 2. (3) Product: [OH:1][C:2]1[CH:9]=[CH:8][C:5]([C:6](=[S:12])[NH2:7])=[CH:4][C:3]=1[O:10][CH3:11]. Reactant: [OH:1][C:2]1[CH:9]=[CH:8][C:5]([C:6]#[N:7])=[CH:4][C:3]=1[O:10][CH3:11].[SH2:12].C(NCC)C. The catalyst class is: 3.